From a dataset of Full USPTO retrosynthesis dataset with 1.9M reactions from patents (1976-2016). Predict the reactants needed to synthesize the given product. (1) Given the product [Br:9][C:10]1[CH:11]=[CH:12][C:13]([C:16]2[N:17]=[C:18]([NH:21][C@@H:22]([CH2:25][CH3:26])[CH2:23][OH:24])[S:19][C:20]=2[Cl:1])=[CH:14][CH:15]=1, predict the reactants needed to synthesize it. The reactants are: [Cl:1]N1C(=O)CCC1=O.[Br:9][C:10]1[CH:15]=[CH:14][C:13]([C:16]2[N:17]=[C:18]([NH:21][C@@H:22]([CH2:25][CH3:26])[CH2:23][OH:24])[S:19][CH:20]=2)=[CH:12][CH:11]=1. (2) Given the product [CH2:8]([O:10][C:11](=[O:16])[CH:12]([F:15])[CH2:13][NH:14][CH2:18][C:19](=[O:20])[N:21]1[C:29]2[C:24](=[CH:25][C:26]([O:30][CH2:31][C:32]3[S:33][C:34]([C:43]([F:46])([F:44])[F:45])=[C:35]([C:37]4[CH:42]=[CH:41][CH:40]=[CH:39][CH:38]=4)[CH:36]=3)=[CH:27][CH:28]=2)[CH2:23][CH2:22]1)[CH3:9], predict the reactants needed to synthesize it. The reactants are: FC(F)(F)C(O)=O.[CH2:8]([O:10][C:11](=[O:16])[CH:12]([F:15])[CH2:13][NH2:14])[CH3:9].Br[CH2:18][C:19]([N:21]1[C:29]2[C:24](=[CH:25][C:26]([O:30][CH2:31][C:32]3[S:33][C:34]([C:43]([F:46])([F:45])[F:44])=[C:35]([C:37]4[CH:42]=[CH:41][CH:40]=[CH:39][CH:38]=4)[CH:36]=3)=[CH:27][CH:28]=2)[CH2:23][CH2:22]1)=[O:20].CCN(C(C)C)C(C)C.